The task is: Regression/Classification. Given a drug SMILES string, predict its absorption, distribution, metabolism, or excretion properties. Task type varies by dataset: regression for continuous measurements (e.g., permeability, clearance, half-life) or binary classification for categorical outcomes (e.g., BBB penetration, CYP inhibition). Dataset: bbb_martins.. This data is from Blood-brain barrier penetration binary classification data from Martins et al.. The compound is CN(C)CC(O)C(c1ccccc1)c1ccc(Cl)cc1. The result is 1 (penetrates BBB).